From a dataset of Catalyst prediction with 721,799 reactions and 888 catalyst types from USPTO. Predict which catalyst facilitates the given reaction. (1) Reactant: [OH:1][CH:2]1[CH2:6][CH2:5][CH2:4][C:3]1([CH2:12][CH3:13])[C:7]([O:9][CH2:10][CH3:11])=[O:8].C(Cl)Cl.[CH3:17][C:18]1[CH:26]=[CH:25][CH:24]=[CH:23][C:19]=1[C:20](Cl)=[O:21]. Product: [CH2:12]([C:3]1([C:7]([O:9][CH2:10][CH3:11])=[O:8])[CH2:4][CH2:5][CH2:6][CH:2]1[O:1][C:20](=[O:21])[C:19]1[CH:23]=[CH:24][CH:25]=[CH:26][C:18]=1[CH3:17])[CH3:13]. The catalyst class is: 17. (2) Reactant: [CH3:1][C:2]1[N:17]([S:18]([C:21]2[CH:26]=[CH:25][CH:24]=[CH:23][CH:22]=2)(=[O:20])=[O:19])[C:5]2=[N:6][CH:7]=[CH:8][C:9]([C:10]3[CH:15]=[CH:14][C:13]([NH2:16])=[CH:12][CH:11]=3)=[C:4]2[CH:3]=1.[CH3:27][S:28](Cl)(=[O:30])=[O:29]. Product: [CH3:1][C:2]1[N:17]([S:18]([C:21]2[CH:22]=[CH:23][CH:24]=[CH:25][CH:26]=2)(=[O:20])=[O:19])[C:5]2=[N:6][CH:7]=[CH:8][C:9]([C:10]3[CH:11]=[CH:12][C:13]([NH:16][S:28]([CH3:27])(=[O:30])=[O:29])=[CH:14][CH:15]=3)=[C:4]2[CH:3]=1. The catalyst class is: 1. (3) Reactant: C[O:2][C:3](=[O:24])[CH:4]([NH:12][C:13](=[O:23])[CH2:14][CH2:15][C:16]1[CH:21]=[CH:20][C:19]([OH:22])=[CH:18][CH:17]=1)[CH2:5][C:6]1[CH:11]=[CH:10][CH:9]=[CH:8][CH:7]=1.[OH-].[Li+].Cl. Product: [OH:22][C:19]1[CH:18]=[CH:17][C:16]([CH2:15][CH2:14][C:13]([NH:12][CH:4]([CH2:5][C:6]2[CH:7]=[CH:8][CH:9]=[CH:10][CH:11]=2)[C:3]([OH:24])=[O:2])=[O:23])=[CH:21][CH:20]=1. The catalyst class is: 7. (4) Reactant: Cl.[CH3:2][NH:3][CH3:4].[CH3:5][N:6]([CH3:20])[C:7]1([C:14]2[CH:19]=[CH:18][CH:17]=[CH:16][CH:15]=2)[CH2:12][CH2:11][C:10](=O)[CH2:9][CH2:8]1.[C-:21]#[N:22].[K+]. Product: [CH3:2][N:3]([CH3:4])[C:10]1([C:21]#[N:22])[CH2:11][CH2:12][C:7]([N:6]([CH3:20])[CH3:5])([C:14]2[CH:19]=[CH:18][CH:17]=[CH:16][CH:15]=2)[CH2:8][CH2:9]1. The catalyst class is: 72. (5) Reactant: [F:1][C@H:2]([CH2:5][C@@H:6]([CH:8]([Si:10]([C:13]([CH3:16])([CH3:15])[CH3:14])([CH3:12])[CH3:11])[OH:9])[OH:7])[CH:3]=[O:4].C(Cl)(Cl)(Cl)[Cl:18].CN(C)P(N(C)C)N(C)C. Product: [Cl:18][C:3]([C@H:2]([F:1])[CH2:5][C@@H:6]([CH:8]([Si:10]([C:13]([CH3:16])([CH3:15])[CH3:14])([CH3:12])[CH3:11])[OH:9])[OH:7])=[O:4]. The catalyst class is: 11.